Task: Predict the product of the given reaction.. Dataset: Forward reaction prediction with 1.9M reactions from USPTO patents (1976-2016) Given the reactants [C:1]([C:3]1[CH:42]=[CH:41][C:6]2[NH:7][C:8]([C:10]([C:22]3[C:30]([O:31][CH3:32])=[CH:29][C:28]([CH3:33])=[C:27]4[C:23]=3[CH:24]=[CH:25][N:26]4C(OC(C)(C)C)=O)([NH:15][CH2:16][C:17]([O:19]CC)=[O:18])[C:11]([F:14])([F:13])[F:12])=[N:9][C:5]=2[CH:4]=1)#[N:2].C([O-])([O-])=O.[Cs+].[Cs+], predict the reaction product. The product is: [C:1]([C:3]1[CH:42]=[CH:41][C:6]2[NH:7][C:8]([C:10]([NH:15][CH2:16][C:17]([OH:19])=[O:18])([C:22]3[C:30]([O:31][CH3:32])=[CH:29][C:28]([CH3:33])=[C:27]4[C:23]=3[CH:24]=[CH:25][NH:26]4)[C:11]([F:12])([F:13])[F:14])=[N:9][C:5]=2[CH:4]=1)#[N:2].